This data is from Experimentally validated miRNA-target interactions with 360,000+ pairs, plus equal number of negative samples. The task is: Binary Classification. Given a miRNA mature sequence and a target amino acid sequence, predict their likelihood of interaction. (1) The miRNA is hsa-miR-564 with sequence AGGCACGGUGUCAGCAGGC. The protein sequence of the target gene is MALHPRRVRLKPWLVAQVDSGLYPGLIWLHRDSKRFQIPWKHATRHSPQQEEENTIFKAWAVETGKYQEGVDDPDPAKWKAQLRCALNKSREFNLMYDGTKEVPMNPVKIYQVCDIPQPQGSIINPGSTGSAPWDEKDNDVDEEDEEDELDQSQHHVPIQDTFPFLNINGSPMAPASVGNCSVGNCSPEAVWPKTEPLEMEVPQAPIQPFYSSPELWISSLPMTDLDIKFQYRGKEYGQTMTVSNPQGCRLFYGDLGPMPDQEELFGPVSLEQVKFPGPEHITNEKQKLFTSKLLDVMDR.... Result: 0 (no interaction). (2) The miRNA is hsa-miR-378b with sequence ACUGGACUUGGAGGCAGAA. The protein sequence of the target gene is MLGAWAVEGTAVALLRLLLLLLPPAIRGPGLGVAGVAGAAGAGLPESVIWAVNAGGEAHVDVHGIHFRKDPLEGRVGRASDYGMKLPILRSNPEDQILYQTERYNEETFGYEVPIKEEGDYVLVLKFAEVYFAQSQQKVFDVRLNGHVVVKDLDIFDRVGHSTAHDEIIPMSIRKGKLSVQGEVSTFTGKLYIEFVKGYYDNPKVCALYIMAGTVDDVPKLQPHPGLEKKEEEEEEEEYDEGSNLKKQTNKNRVQSGPRTPNPYASDNSSLMFPILVAFGVFIPTLFCLCRL. Result: 0 (no interaction). (3) The miRNA is hsa-miR-186-5p with sequence CAAAGAAUUCUCCUUUUGGGCU. The protein sequence of the target gene is MAKFVIRPATAADCSDILRLIKELAKYEYMEEQVILTEKDLLEDGFGEHPFYHCLVAEVPKEHWTPEGHSIVGFAMYYFTYDPWIGKLLYLEDFFVMSDYRGFGIGSEILKNLSQVAMRCRCSSMHFLVAEWNEPSINFYKRRGASDLSSEEGWRLFKIDKEYLLKMATEE. Result: 1 (interaction). (4) Result: 0 (no interaction). The miRNA is rno-miR-26b-5p with sequence UUCAAGUAAUUCAGGAUAGGU. The protein sequence of the target gene is MMTKHKKCFIIVGVLITTNIITLIVKLTRDSQSLCPYDWIGFQNKCYYFSKEEGDWNSSKYNCSTQHADLTIIDNIEEMNFLRRYKCSSDHWIGLKMAKNRTGQWVDGATFTKSFGMRGSEGCAYLSDDGAATARCYTERKWICRKRIH. (5) The miRNA is mmu-miR-429-3p with sequence UAAUACUGUCUGGUAAUGCCGU. The protein sequence of the target gene is MTSCVHLGIVASQSKKMSLAKRFAQLRKASPLFSLRGVYFSAASYDYREKLSRNVLLDLKLDDAVDLFGEMVQSRPLPSIVEFNKLLSAIAKMNKFDLVISLGERMQNLRISYDLYSYNILINCFCRRSQLPLALAVLGKMMKLGYEPDIVTLSSLLNGYCHGKRISEAVALVDQMFVMEYQPNTVTFNTLIHGLFLHNKASEAVALIDRMVARGCQPDLFTYGTVVNGLCKRGDIDLALSLLKKMEKGKIEADVVIYTTIIDALCNYKNVNDALNLFTEMDNKGIRPNVVTYNSLIRCL.... Result: 0 (no interaction). (6) The miRNA is hsa-miR-4322 with sequence CUGUGGGCUCAGCGCGUGGGG. The protein sequence of the target gene is MDLRQFLMCLSLCTAFALSKPTEKKDRVHHEPQLSDKVHNDAQNFDYDHDAFLGAEEAKSFDQLTPEESKERLGKIVSKIDDDKDGFVTVDELKGWIKFAQKRWIHEDVERQWKGHDLNEDGLVSWEEYKNATYGYVLDDPDPDDGFNYKQMMVRDERRFKMADKDGDLIATKEEFTAFLHPEEYDYMKDIVVQETMEDIDKNADGFIDLEEYIGDMYSHDGNADEPEWVKTEREQFVEFRDKNRDGKMDKEETKDWILPSDYDHAEAEARHLVYESDQNKDGKLTKEEIVDKYDLFVGS.... Result: 0 (no interaction). (7) The miRNA is mmu-miR-339-5p with sequence UCCCUGUCCUCCAGGAGCUCACG. The protein sequence of the target gene is MEKDSLSRADQQYECVAEIGEGAYGKVFKARDLKNGGRFVALKRVRVQTSEEGMPLSTIREVAVLRHLETFEHPNVVRLFDVCTVSRTDRETKLTLVFEHVDQDLTTYLDKVPEPGVPTETIKDMMFQLLRGLDFLHSHRVVHRDLKPQNILVTSSGQIKLADFGLARIYSFQMALTSVVVTLWYRAPEVLLQSSYATPVDLWSVGCIFAEMFRRKPLFRGSSDVDQLGKILDIIGLPGEEDWPRDVALPRQAFHSKSAQPIEKFVTDIDELGKDLLLKCLTFNPAKRISAYGALNHPYF.... Result: 0 (no interaction). (8) The miRNA is hsa-miR-3913-3p with sequence AGACAUCAAGAUCAGUCCCAAA. The protein sequence of the target gene is MTTFKEAMTFKDVAVVFTEEELGLLDLAQRKLYRDVMLENFRNLLSVGHQAFHRDTFHFLREEKIWMMKTAIQREGNSGDKIQTEMETVSEAGTHQEWSFQQIWEKIASDLTRSQDLMINSSQFSKEGDFPCQTEAGLSVIHTRQKSSQGNGYKPSFSDVSHFDFHQQLHSGEKSHTCDECGKNFCYISALRIHQRVHMGEKCYKCDVCGKEFSQSSHLQTHQRVHTGEKPFKCVECGKGFSRRSALNVHHKLHTGEKPYNCEECGKAFIHDSQLQEHQRIHTGEKPFKCDICGKSFCGR.... Result: 1 (interaction). (9) The miRNA is mmu-miR-3090-5p with sequence GUCUGGGUGGGGCCUGAGAUC. The protein sequence of the target gene is MKIFVGNVDGADTTPEELAALFAPYGTVMSCAVMKQFAFVHMRENAGAVRAIEALHGHELRPGRALVVEMSRPRPLNTWKIFVGNVSAACTSQELRSLFERRGRVIECDVVKDYAFVHMEKEADAKAAIAQLNGKEVKGKRINVELSTKGQKKGPALAIQSGDKTKKPGAGDTAFPGTGGFSATFDYQQAFGNSTGGFDGQARQPTPPFFGRDRSPLRRSPPRASYVAPLTAQPATYRAQPSVSLGAAYRAQPSASLGVGYRTQPMAAQAASYRAQPSVSLGAPYRGQLASPSSQSAAAS.... Result: 0 (no interaction). (10) The miRNA is hsa-miR-125b-5p with sequence UCCCUGAGACCCUAACUUGUGA. The protein sequence of the target gene is MAELRQVPGGRETPQGELRPEVVEDEVPRSPVAEEPGGGGSSSSEAKLSPREEEELDPRIQEELEHLNQASEEINQVELQLDEARTTYRRILQESARKLNTQGSHLGSCIEKARPYYEARRLAKEAQQETQKAALRYERAVSMHNAAREMVFVAEQGVMADKNRLDPTWQEMLNHATCKVNEAEEERLRGEREHQRVTRLCQQAEARVQALQKTLRRAIGKSRPYFELKAQFSQILEEHKAKVTELEQQVAQAKTRYSVALRNLEQISEQIHARRRGGLPPHPLGPRRSSPVGAEAGPED.... Result: 1 (interaction).